This data is from Full USPTO retrosynthesis dataset with 1.9M reactions from patents (1976-2016). The task is: Predict the reactants needed to synthesize the given product. (1) Given the product [NH2:26][C:25]1[N:24]([CH3:23])[C:28](=[O:31])[C:10]([C:7]2[CH:6]=[CH:5][C:4]([O:3][CH:2]([F:1])[F:21])=[CH:9][CH:8]=2)([C:11]2[CH:13]=[CH:18][CH:17]=[C:16]([OH:36])[CH:15]=2)[N:27]=1, predict the reactants needed to synthesize it. The reactants are: [F:1][CH:2]([F:21])[O:3][C:4]1[CH:9]=[CH:8][C:7]([C:10](=O)[C:11]([C:13]2[CH:18]=[CH:17][CH:16]=[C:15](O)C=2)=O)=[CH:6][CH:5]=1.Cl.[CH3:23][NH:24][C:25]([NH2:27])=[NH:26].[C:28](=[O:31])([O-])[O-].[Na+].[Na+].C([OH:36])C. (2) Given the product [CH2:12]=[CH:13]/[CH:10]=[CH:6]/[CH2:5][CH2:4][CH2:3][CH2:2][CH2:7][CH3:8], predict the reactants needed to synthesize it. The reactants are: C1[C@@H:5]2[C@H:6]([CH2:10]O)[C@H:7]([CH2:8]O)[C@H:2]1[CH:3]=[CH:4]2.[CH:12]12CC(CC1)C=[CH:13]2.C1([C@H](O)C=C)C=CC=CC=1. (3) The reactants are: I[C:2]1[C:10]2[C:5](=[N:6][CH:7]=[C:8]([C:11]3[CH:16]=[C:15]([O:17][CH3:18])[C:14]([O:19][CH3:20])=[C:13]([O:21][CH3:22])[CH:12]=3)[N:9]=2)[N:4]([Si](C(C)C)(C(C)C)C(C)C)[CH:3]=1.[C:33]([O:37][C:38]([N:40]1[CH2:44][CH2:43][CH2:42][C:41]1([CH:46]=[O:47])[CH3:45])=[O:39])([CH3:36])([CH3:35])[CH3:34]. Given the product [C:33]([O:37][C:38]([N:40]1[CH2:44][CH2:43][CH2:42][C:41]1([CH:46]([OH:47])[C:2]1[C:10]2[C:5](=[N:6][CH:7]=[C:8]([C:11]3[CH:16]=[C:15]([O:17][CH3:18])[C:14]([O:19][CH3:20])=[C:13]([O:21][CH3:22])[CH:12]=3)[N:9]=2)[NH:4][CH:3]=1)[CH3:45])=[O:39])([CH3:36])([CH3:35])[CH3:34], predict the reactants needed to synthesize it. (4) Given the product [N:9]1[CH:8]=[CH:7][CH:6]=[C:5]2[C:10]=1[C:11]1[N:15]3[CH2:16][CH2:17][NH:18][C:14]3=[N:13][C:12]=1[C:3]([NH2:2])=[N:4]2, predict the reactants needed to synthesize it. The reactants are: Cl.[NH2:2][C:3]1[C:12]2[N:13]=[C:14]3[N:18](C(OC(C)(C)C)=O)[CH2:17][CH2:16][N:15]3[C:11]=2[C:10]2[C:5](=[CH:6][CH:7]=[CH:8][N:9]=2)[N:4]=1.